Dataset: Forward reaction prediction with 1.9M reactions from USPTO patents (1976-2016). Task: Predict the product of the given reaction. (1) Given the reactants O[C:2]1[CH:3]=[C:4]2[C:9](=[CH:10][CH:11]=1)[O:8][C:7]([C:12]([OH:14])=[O:13])=[CH:6][C:5]2=[O:15].OC1C=C2C(C(=O)C=C(C(O)=O)O2)=CC=1.OC1C=CC=C2C=1OC(C(O)=O)=CC2=O.OC1C=C2C(=CC=1O)OC(C(O)=O)=CC2=O.OC1C=C2C(=CC=1OC)OC(C(O)=O)=CC2=O, predict the reaction product. The product is: [O:8]1[C:9]2[C:4](=[CH:3][CH:2]=[CH:11][CH:10]=2)[C:5](=[O:15])[CH:6]=[C:7]1[C:12]([OH:14])=[O:13]. (2) Given the reactants [CH2:1]([N:3]([C:31](=O)[C:32]1[CH:37]=[CH:36][C:35]([OH:38])=[C:34]([F:39])[CH:33]=1)[C:4]1[CH:9]=[C:8]([O:10][CH3:11])[C:7]([O:12][CH3:13])=[CH:6][C:5]=1[C@@H:14]1[CH2:23][CH2:22][C:21]2[CH:20]=[C:19]([O:24]C(=O)C(C)(C)C)[CH:18]=[CH:17][C:16]=2[CH2:15]1)[CH3:2].Cl[CH2:42][C:43]([N:45]([CH:47]([CH3:49])[CH3:48])[CH3:46])=O, predict the reaction product. The product is: [CH2:1]([N:3]([CH2:31][C:32]1[CH:37]=[CH:36][C:35]([O:38][CH2:42][CH2:43][N:45]([CH:47]([CH3:49])[CH3:48])[CH3:46])=[C:34]([F:39])[CH:33]=1)[C:4]1[CH:9]=[C:8]([O:10][CH3:11])[C:7]([O:12][CH3:13])=[CH:6][C:5]=1[C@@H:14]1[CH2:23][CH2:22][C:17]2[CH:18]=[C:19]([OH:24])[CH:20]=[CH:21][C:16]=2[CH2:15]1)[CH3:2].